From a dataset of Reaction yield outcomes from USPTO patents with 853,638 reactions. Predict the reaction yield, written as a fraction of the theoretical maximum amount of product (1.0 means a 100% yield; for example, 0.34 means a 34% yield). (1) The reactants are Cl[CH2:2][CH2:3][CH2:4][S:5]([N:8]1[CH2:13][CH2:12][CH:11]([C:14]2[C:22]3[C:17](=[C:18]([C:30]([NH2:32])=[O:31])[CH:19]=[C:20]([C:23]4[CH:28]=[CH:27][CH:26]=[C:25]([F:29])[CH:24]=4)[CH:21]=3)[NH:16][N:15]=2)[CH2:10][CH2:9]1)(=[O:7])=[O:6].C([O-])([O-])=O.[K+].[K+].[OH:39][CH:40]1[CH2:45][CH2:44][NH:43][CH2:42][CH2:41]1. The catalyst is CN(C=O)C. The product is [F:29][C:25]1[CH:24]=[C:23]([C:20]2[CH:21]=[C:22]3[C:17](=[C:18]([C:30]([NH2:32])=[O:31])[CH:19]=2)[NH:16][N:15]=[C:14]3[CH:11]2[CH2:12][CH2:13][N:8]([S:5]([CH2:4][CH2:3][CH2:2][N:43]3[CH2:44][CH2:45][CH:40]([OH:39])[CH2:41][CH2:42]3)(=[O:7])=[O:6])[CH2:9][CH2:10]2)[CH:28]=[CH:27][CH:26]=1. The yield is 0.270. (2) The reactants are [Cl:1][C:2]1[CH:7]=[CH:6][C:5]([O:8][CH3:9])=[CH:4][C:3]=1[C:10]1[CH:20]=[C:19]([CH3:21])[C:13]2[N:14]=[C:15]([NH2:18])[N:16]=[N:17][C:12]=2[CH:11]=1.[N:22]1([CH2:27][CH2:28][NH:29][C:30]([C:32]2[CH:37]=[CH:36][C:35](Br)=[CH:34][N:33]=2)=[O:31])[CH2:26][CH2:25][CH2:24][CH2:23]1.C(=O)([O-])[O-].[Cs+].[Cs+].C1(P(C2C=CC=CC=2)C2C3OC4C(=CC=CC=4P(C4C=CC=CC=4)C4C=CC=CC=4)C(C)(C)C=3C=CC=2)C=CC=CC=1. The catalyst is [Pd].[Pd].C(=CC(C=CC1C=CC=CC=1)=O)C1C=CC=CC=1.C(=CC(C=CC1C=CC=CC=1)=O)C1C=CC=CC=1.C(=CC(C=CC1C=CC=CC=1)=O)C1C=CC=CC=1.CO.C(Cl)Cl. The product is [N:22]1([CH2:27][CH2:28][NH:29][C:30]([C:32]2[CH:37]=[CH:36][C:35]([NH:18][C:15]3[N:16]=[N:17][C:12]4[CH:11]=[C:10]([C:3]5[CH:4]=[C:5]([O:8][CH3:9])[CH:6]=[CH:7][C:2]=5[Cl:1])[CH:20]=[C:19]([CH3:21])[C:13]=4[N:14]=3)=[CH:34][N:33]=2)=[O:31])[CH2:26][CH2:25][CH2:24][CH2:23]1. The yield is 0.550. (3) The reactants are [Cl:1][C:2]1[CH:3]=[C:4]([CH:18]=[CH:19][C:20]=1[O:21][CH3:22])[CH2:5][O:6][C:7]1[C:12]([C:13]([OH:15])=O)=[CH:11][N:10]=[C:9]([S:16][CH3:17])[N:8]=1.CCN(C(C)C)C(C)C.CN(C(O[N:40]1N=[N:47][C:42]2[CH:43]=[CH:44][CH:45]=[N:46][C:41]1=2)=[N+](C)C)C.F[P-](F)(F)(F)(F)F.N1C=CC=NC=1CN. The catalyst is C1COCC1.O. The product is [Cl:1][C:2]1[CH:3]=[C:4]([CH:18]=[CH:19][C:20]=1[O:21][CH3:22])[CH2:5][O:6][C:7]1[C:12]([C:13]([NH:47][CH2:42][C:41]2[N:40]=[CH:43][CH:44]=[CH:45][N:46]=2)=[O:15])=[CH:11][N:10]=[C:9]([S:16][CH3:17])[N:8]=1. The yield is 0.160. (4) The reactants are [F:1][C:2]([F:28])([F:27])[C:3]1([C:6]2[CH:11]=[CH:10][C:9]([C:12]([C:14]3[CH:20]=[C:19]([C:21]#[C:22][Si:23]([CH3:26])([CH3:25])[CH3:24])[CH:18]=[CH:17][C:15]=3[NH2:16])=[O:13])=[CH:8][CH:7]=2)[NH:5][NH:4]1. The catalyst is C(OCC)C.[O-2].[Mn+4].[O-2]. The product is [F:28][C:2]([F:1])([F:27])[C:3]1([C:6]2[CH:11]=[CH:10][C:9]([C:12]([C:14]3[CH:20]=[C:19]([C:21]#[C:22][Si:23]([CH3:25])([CH3:24])[CH3:26])[CH:18]=[CH:17][C:15]=3[NH2:16])=[O:13])=[CH:8][CH:7]=2)[N:5]=[N:4]1. The yield is 0.970. (5) The reactants are C(OC(=O)[NH:7][C@H:8]([CH2:22][C:23]1[CH:28]=[CH:27][C:26]([F:29])=[C:25]([F:30])[CH:24]=1)[C@@H:9]([OH:21])[CH2:10][NH:11][CH2:12][C:13]1[CH:18]=[CH:17][CH:16]=[C:15]([O:19][CH3:20])[CH:14]=1)(C)(C)C.Cl. The catalyst is C(Cl)Cl.O1CCOCC1. The product is [NH2:7][C@@H:8]([CH2:22][C:23]1[CH:28]=[CH:27][C:26]([F:29])=[C:25]([F:30])[CH:24]=1)[C@H:9]([OH:21])[CH2:10][NH:11][CH2:12][C:13]1[CH:18]=[CH:17][CH:16]=[C:15]([O:19][CH3:20])[CH:14]=1. The yield is 0.980. (6) The yield is 0.710. The product is [F:2][C:3]1([F:8])[CH2:7][CH2:6][N:5]([CH2:16][CH2:17][CH2:18][NH:19][C:20](=[C:33]([C:34]#[N:35])[C:36]#[N:37])[N:21]2[CH2:26][CH2:25][CH:24]([N:27]3[CH2:32][CH2:31][CH2:30][CH2:29][CH2:28]3)[CH2:23][CH2:22]2)[CH2:4]1. The reactants are Cl.[F:2][C:3]1([F:8])[CH2:7][CH2:6][NH:5][CH2:4]1.[OH-].[Na+].CS(O[CH2:16][CH2:17][CH2:18][NH:19][C:20](=[C:33]([C:36]#[N:37])[C:34]#[N:35])[N:21]1[CH2:26][CH2:25][CH:24]([N:27]2[CH2:32][CH2:31][CH2:30][CH2:29][CH2:28]2)[CH2:23][CH2:22]1)(=O)=O.C(=O)([O-])[O-].[K+].[K+].[I-].[Na+]. The catalyst is O1CCOCC1.[Cl-].[Na+].O. (7) The reactants are [CH3:1][O:2][C:3]1[CH:8]=[CH:7][C:6]([N:9]2[CH2:14][CH2:13][O:12][CH2:11][CH2:10]2)=[CH:5][C:4]=1[NH:15][C:16]([C:18]1[NH:19][CH:20]=[CH:21][N:22]=1)=O.COC1C=CC(P2(SP(C3C=CC(OC)=CC=3)(=S)S2)=[S:32])=CC=1.O. The catalyst is C1(C)C=CC=CC=1. The product is [CH3:1][O:2][C:3]1[CH:8]=[CH:7][C:6]([N:9]2[CH2:14][CH2:13][O:12][CH2:11][CH2:10]2)=[CH:5][C:4]=1[NH:15][C:16]([C:18]1[NH:19][CH:20]=[CH:21][N:22]=1)=[S:32]. The yield is 0.590. (8) The reactants are O[CH:2]1[CH2:6][C:5]2=[C:7]([C:14]([O:16][CH3:17])=[O:15])[CH:8]=[CH:9][C:10]([N+:11]([O-:13])=[O:12])=[C:4]2[O:3]1.O. The catalyst is P(=O)(O)(O)O. The product is [N+:11]([C:10]1[CH:9]=[CH:8][C:7]([C:14]([O:16][CH3:17])=[O:15])=[C:5]2[C:4]=1[O:3][CH:2]=[CH:6]2)([O-:13])=[O:12]. The yield is 0.340.